Predict the product of the given reaction. From a dataset of Forward reaction prediction with 1.9M reactions from USPTO patents (1976-2016). (1) Given the reactants [CH3:1][C:2]1[CH:7]=[C:6]([CH3:8])[CH:5]=[C:4]([CH3:9])[C:3]=1[NH:10][C:11]([NH:13][C:14]1[C:15]([C:24]([N:26]2[CH2:31][CH2:30][N:29](C(OC(C)(C)C)=O)[CH2:28][C@H:27]2[C:39]([O:41][CH3:42])=[O:40])=[O:25])=[CH:16][C:17]2[C:22]([CH:23]=1)=[CH:21][CH:20]=[CH:19][CH:18]=2)=[O:12], predict the reaction product. The product is: [CH3:9][C:4]1[CH:5]=[C:6]([CH3:8])[CH:7]=[C:2]([CH3:1])[C:3]=1[NH:10][C:11]([NH:13][C:14]1[C:15]([C:24]([N:26]2[CH2:31][CH2:30][NH:29][CH2:28][C@H:27]2[C:39]([O:41][CH3:42])=[O:40])=[O:25])=[CH:16][C:17]2[C:22]([CH:23]=1)=[CH:21][CH:20]=[CH:19][CH:18]=2)=[O:12]. (2) Given the reactants C([N:8]1[C@H:12]([CH3:13])[CH2:11][C@H:10]([CH2:14][N:15]2[C:23]3[C:18](=[CH:19][C:20]([C:24]4[CH:25]=[N:26][N:27]([CH:29]5[CH2:34][CH2:33][CH2:32][CH2:31][O:30]5)[CH:28]=4)=[CH:21][CH:22]=3)[CH:17]=[N:16]2)[CH2:9]1)C1C=CC=CC=1.C([O-])=O.[NH4+].C(OCC)(=O)C, predict the reaction product. The product is: [CH3:13][C@H:12]1[NH:8][CH2:9][C@@H:10]([CH2:14][N:15]2[C:23]3[C:18](=[CH:19][C:20]([C:24]4[CH:25]=[N:26][N:27]([CH:29]5[CH2:34][CH2:33][CH2:32][CH2:31][O:30]5)[CH:28]=4)=[CH:21][CH:22]=3)[CH:17]=[N:16]2)[CH2:11]1.